Dataset: Catalyst prediction with 721,799 reactions and 888 catalyst types from USPTO. Task: Predict which catalyst facilitates the given reaction. Reactant: [N+:1]([C:4]1[CH:9]=[CH:8][C:7]([O:10][CH2:11][CH2:12][OH:13])=[CH:6][CH:5]=1)([O-:3])=[O:2].[O:14]1[CH:19]=[CH:18][CH2:17][CH2:16][CH2:15]1. Product: [N+:1]([C:4]1[CH:5]=[CH:6][C:7]([O:10][CH2:11][CH2:12][O:13][CH:15]2[CH2:16][CH2:17][CH2:18][CH2:19][O:14]2)=[CH:8][CH:9]=1)([O-:3])=[O:2]. The catalyst class is: 11.